Task: Predict the reactants needed to synthesize the given product.. Dataset: Full USPTO retrosynthesis dataset with 1.9M reactions from patents (1976-2016) (1) The reactants are: Cl.[I:2][C:3]1[CH:21]=[CH:20][C:6]([O:7][C:8]2[CH:13]=[CH:12][C:11]([N:14]3[CH2:19][CH2:18][NH:17][CH2:16][CH2:15]3)=[CH:10][CH:9]=2)=[CH:5][CH:4]=1.[CH3:22][O:23][C:24](=[O:28])[CH2:25][CH2:26]Br. Given the product [CH3:22][O:23][C:24](=[O:28])[CH2:25][CH2:26][N:17]1[CH2:16][CH2:15][N:14]([C:11]2[CH:10]=[CH:9][C:8]([O:7][C:6]3[CH:20]=[CH:21][C:3]([I:2])=[CH:4][CH:5]=3)=[CH:13][CH:12]=2)[CH2:19][CH2:18]1, predict the reactants needed to synthesize it. (2) Given the product [CH3:23][N:11]1[N:10]=[C:9]([C:13]2[CH:14]=[CH:15][C:16]3[N:17]([N:19]=[CH:20][N:21]=3)[CH:18]=2)[C:8]([C:6]2[CH:5]=[CH:4][CH:3]=[C:2]([CH3:1])[N:7]=2)=[N:12]1, predict the reactants needed to synthesize it. The reactants are: [CH3:1][C:2]1[N:7]=[C:6]([C:8]2[NH:12][N:11]=[N:10][C:9]=2[C:13]2[CH:14]=[CH:15][C:16]3[N:17]([N:19]=[CH:20][N:21]=3)[CH:18]=2)[CH:5]=[CH:4][CH:3]=1.I[CH3:23].